Dataset: Full USPTO retrosynthesis dataset with 1.9M reactions from patents (1976-2016). Task: Predict the reactants needed to synthesize the given product. (1) Given the product [CH3:36][N:37]([CH3:38])[C:31]([C@@H:27]1[CH2:28][CH2:29][CH2:30][N:26]1[C:24](=[O:25])[CH2:23][NH:22][C:20]([C:18]1[CH:17]=[CH:16][C:13]2[N:14]([CH3:15])[C:10]([NH:9][C:7]3[S:8][C:4]4[CH:3]=[C:2]([Cl:1])[CH:35]=[CH:34][C:5]=4[N:6]=3)=[N:11][C:12]=2[CH:19]=1)=[O:21])=[O:32], predict the reactants needed to synthesize it. The reactants are: [Cl:1][C:2]1[CH:35]=[CH:34][C:5]2[N:6]=[C:7]([NH:9][C:10]3[N:14]([CH3:15])[C:13]4[CH:16]=[CH:17][C:18]([C:20]([NH:22][CH2:23][C:24]([N:26]5[CH2:30][CH2:29][CH2:28][C@H:27]5[C:31](O)=[O:32])=[O:25])=[O:21])=[CH:19][C:12]=4[N:11]=3)[S:8][C:4]=2[CH:3]=1.[CH3:36][NH:37][CH3:38].CN(C(ON1N=NC2C=CC=CC1=2)=[N+](C)C)C.F[P-](F)(F)(F)(F)F.CCN(C(C)C)C(C)C. (2) Given the product [CH3:27][N:28]1[CH2:29][CH2:30][N:31]([C:34]2[CH:40]=[CH:39][C:37]([NH:38][C:2]3[C:11]4=[N:12][NH:13][C:14]([N+:15]([O-:17])=[O:16])=[C:10]4[C:9]4[CH:8]=[CH:7][CH:6]=[CH:5][C:4]=4[N:3]=3)=[CH:36][CH:35]=2)[CH2:32][CH2:33]1, predict the reactants needed to synthesize it. The reactants are: Cl[C:2]1[C:11]2=[N:12][N:13](CC3C=CC(OC)=CC=3)[C:14]([N+:15]([O-:17])=[O:16])=[C:10]2[C:9]2[CH:8]=[CH:7][CH:6]=[CH:5][C:4]=2[N:3]=1.[CH3:27][N:28]1[CH2:33][CH2:32][N:31]([C:34]2[CH:40]=[CH:39][C:37]([NH2:38])=[CH:36][CH:35]=2)[CH2:30][CH2:29]1.Cl. (3) Given the product [C:6]([CH2:8][CH:9]([NH:24][C:25]([CH:27]1[N:31]2[C:32](=[O:51])[CH:33]([NH:38][C:39]([C:41]3[CH:50]=[CH:49][C:48]4[C:43](=[CH:44][CH:45]=[CH:46][CH:47]=4)[CH:42]=3)=[O:40])[CH2:34][CH:35]=[CH:36][CH2:37][CH:30]2[CH2:29][CH2:28]1)=[O:26])[C:10](=[O:23])[CH2:11][O:12][C:13](=[O:22])[C:14]1[C:15]([CH3:21])=[CH:16][CH:17]=[CH:18][C:19]=1[CH3:20])([OH:7])=[O:5], predict the reactants needed to synthesize it. The reactants are: C([O:5][C:6]([CH2:8][CH:9]([NH:24][C:25]([CH:27]1[N:31]2[C:32](=[O:51])[CH:33]([NH:38][C:39]([C:41]3[CH:50]=[CH:49][C:48]4[C:43](=[CH:44][CH:45]=[CH:46][CH:47]=4)[CH:42]=3)=[O:40])[CH2:34][CH:35]=[CH:36][CH2:37][CH:30]2[CH2:29][CH2:28]1)=[O:26])[C:10](=[O:23])[CH2:11][O:12][C:13](=[O:22])[C:14]1[C:19]([CH3:20])=[CH:18][CH:17]=[CH:16][C:15]=1[CH3:21])=[O:7])(C)(C)C.FC(F)(F)C(O)=O. (4) Given the product [O:31]1[CH:29]=[N:26][C:1]([C:3]2[NH:4][C:5]3[C:10]([CH:11]=2)=[CH:9][CH:8]=[CH:7][C:6]=3[NH:12][S:13]([C:16]2[S:17][CH:18]=[CH:19][CH:20]=2)(=[O:14])=[O:15])=[N:2]1, predict the reactants needed to synthesize it. The reactants are: [C:1]([C:3]1[NH:4][C:5]2[C:10]([CH:11]=1)=[CH:9][CH:8]=[CH:7][C:6]=2[NH:12][S:13]([C:16]1[S:17][CH:18]=[CH:19][CH:20]=1)(=[O:15])=[O:14])#[N:2].Cl.ON.C([N:26]([CH2:29]C)CC)C.[O:31]1CCCC1.